This data is from Forward reaction prediction with 1.9M reactions from USPTO patents (1976-2016). The task is: Predict the product of the given reaction. (1) Given the reactants [Cl:1][C:2]1[C:3]([C:29]2[CH2:34][CH2:33][CH2:32][CH2:31][CH:30]=2)=[CH:4][C:5]([O:27][CH3:28])=[C:6]([CH:26]=1)[C:7]([N:9]1[C:15]2[CH:16]=[CH:17][CH:18]=[CH:19][C:14]=2[CH2:13][N:12]2[C:20]([C:23]([OH:25])=O)=[CH:21][CH:22]=[C:11]2[CH2:10]1)=[O:8].[CH3:35][N:36]([CH3:42])[CH2:37][CH2:38][CH2:39][NH:40][CH3:41].ON1C2C=CC=CC=2N=N1.Cl.C(N=C=N)C.C(N(CC)C(C)C)(C)C, predict the reaction product. The product is: [Cl:1][C:2]1[C:3]([C:29]2[CH2:34][CH2:33][CH2:32][CH2:31][CH:30]=2)=[CH:4][C:5]([O:27][CH3:28])=[C:6]([CH:26]=1)[C:7]([N:9]1[C:15]2[CH:16]=[CH:17][CH:18]=[CH:19][C:14]=2[CH2:13][N:12]2[C:20]([C:23]([N:40]([CH2:39][CH2:38][CH2:37][N:36]([CH3:42])[CH3:35])[CH3:41])=[O:25])=[CH:21][CH:22]=[C:11]2[CH2:10]1)=[O:8]. (2) Given the reactants Cl.[CH:2]([C:6]1[C:7]([CH:24](C(OC)=O)C(OC)=O)=[N:8][C:9]([N:19]2[CH:23]=[CH:22][CH:21]=[N:20]2)=[N:10][C:11]=1[N:12]1[CH2:17][CH2:16][CH:15]([CH3:18])[CH2:14][CH2:13]1)([CH2:4][CH3:5])[CH3:3].[OH-].[Na+], predict the reaction product. The product is: [CH:2]([C:6]1[C:7]([CH3:24])=[N:8][C:9]([N:19]2[CH:23]=[CH:22][CH:21]=[N:20]2)=[N:10][C:11]=1[N:12]1[CH2:13][CH2:14][CH:15]([CH3:18])[CH2:16][CH2:17]1)([CH2:4][CH3:5])[CH3:3]. (3) Given the reactants Cl[C:2]1[CH:7]=[CH:6][C:5]([S:8]([NH2:11])(=[O:10])=[O:9])=[CH:4][C:3]=1[N+:12]([O-:14])=[O:13].[CH:15]1([NH2:21])[CH2:20][CH2:19][CH2:18][CH2:17][CH2:16]1, predict the reaction product. The product is: [CH:15]1([NH:21][C:2]2[CH:7]=[CH:6][C:5]([S:8]([NH2:11])(=[O:10])=[O:9])=[CH:4][C:3]=2[N+:12]([O-:14])=[O:13])[CH2:20][CH2:19][CH2:18][CH2:17][CH2:16]1.